From a dataset of Reaction yield outcomes from USPTO patents with 853,638 reactions. Predict the reaction yield, written as a fraction of the theoretical maximum amount of product (1.0 means a 100% yield; for example, 0.34 means a 34% yield). The reactants are [Br:1][C:2]1[CH:3]=[CH:4][C:5]([CH3:11])=[C:6]([CH:10]=1)[C:7]([OH:9])=[O:8].OS(O)(=O)=O.[N+:17]([O-])([OH:19])=[O:18]. No catalyst specified. The product is [Br:1][C:2]1[CH:3]=[C:4]([N+:17]([O-:19])=[O:18])[C:5]([CH3:11])=[C:6]([CH:10]=1)[C:7]([OH:9])=[O:8]. The yield is 0.520.